Predict which catalyst facilitates the given reaction. From a dataset of Catalyst prediction with 721,799 reactions and 888 catalyst types from USPTO. (1) Reactant: [C:1]([O:5][C:6]([NH:8][C@@:9]1([C:27]([O:29][C:30]([CH3:33])([CH3:32])[CH3:31])=[O:28])[C:14](=[CH:15]N(C)C)[C:13](=[O:19])[C@@H:12]2[C@H:10]1[C@H:11]2[C:20]([O:22][C:23]([CH3:26])([CH3:25])[CH3:24])=[O:21])=[O:7])([CH3:4])([CH3:3])[CH3:2].C(N(CC)CC)C.[H-].C([Al+]CC(C)C)C(C)C.C(O)(=O)C.OP(O)(O)=O. Product: [C:1]([O:5][C:6]([NH:8][C@@:9]1([C:27]([O:29][C:30]([CH3:33])([CH3:32])[CH3:31])=[O:28])[C:14](=[CH2:15])[C:13](=[O:19])[C@@H:12]2[C@H:10]1[C@H:11]2[C:20]([O:22][C:23]([CH3:25])([CH3:24])[CH3:26])=[O:21])=[O:7])([CH3:4])([CH3:2])[CH3:3]. The catalyst class is: 30. (2) Reactant: [OH-].[Na+].[CH:3]1([N:7]2[CH2:12][CH2:11][CH:10]([O:13][C:14]3[CH:19]=[CH:18][C:17]([C:20]4([C:26]([O:28]CC)=[O:27])[CH2:25][CH2:24][O:23][CH2:22][CH2:21]4)=[CH:16][CH:15]=3)[CH2:9][CH2:8]2)[CH2:6][CH2:5][CH2:4]1.Cl. Product: [CH:3]1([N:7]2[CH2:12][CH2:11][CH:10]([O:13][C:14]3[CH:19]=[CH:18][C:17]([C:20]4([C:26]([OH:28])=[O:27])[CH2:25][CH2:24][O:23][CH2:22][CH2:21]4)=[CH:16][CH:15]=3)[CH2:9][CH2:8]2)[CH2:4][CH2:5][CH2:6]1. The catalyst class is: 38. (3) Reactant: [F:1][C:2]1[CH:10]=[N:9][CH:8]=[CH:7][C:3]=1[C:4]([OH:6])=O.C1C=NC2N(O)N=NC=2C=1.CCN=C=NCCCN(C)C.Cl.Cl.[C:34]([C:36]1[CH:37]=[C:38]([C:41]2[O:45][N:44]=[C:43]([C@H:46]3[CH2:51][CH2:50][CH2:49][NH:48][CH2:47]3)[N:42]=2)[NH:39][CH:40]=1)#[N:35].C(N(CC)CC)C. Product: [F:1][C:2]1[CH:10]=[N:9][CH:8]=[CH:7][C:3]=1[C:4]([N:48]1[CH2:49][CH2:50][CH2:51][C@H:46]([C:43]2[N:42]=[C:41]([C:38]3[NH:39][CH:40]=[C:36]([C:34]#[N:35])[CH:37]=3)[O:45][N:44]=2)[CH2:47]1)=[O:6]. The catalyst class is: 2. (4) Reactant: Br[C:2]1[S:6][C:5]2=[N:7][CH:8]=[C:9]([I:10])[N:4]2[N:3]=1.[CH3:11][O:12][C:13]1[CH:14]=[N:15][CH:16]=[C:17](B2OC(C)(C)C(C)(C)O2)[CH:18]=1.C([O-])([O-])=O.[K+].[K+]. Product: [I:10][C:9]1[N:4]2[C:5]([S:6][C:2]([C:17]3[CH:16]=[N:15][CH:14]=[C:13]([O:12][CH3:11])[CH:18]=3)=[N:3]2)=[N:7][CH:8]=1. The catalyst class is: 75.